This data is from Reaction yield outcomes from USPTO patents with 853,638 reactions. The task is: Predict the reaction yield, written as a fraction of the theoretical maximum amount of product (1.0 means a 100% yield; for example, 0.34 means a 34% yield). (1) The reactants are [Cl-].O[NH3+:3].[C:4](=[O:7])([O-])[OH:5].[Na+].CS(C)=O.[O:13]=[C:14]1[C:19]([CH2:20][C:21]2[CH:26]=[CH:25][C:24]([C:27]3[C:28]([C:33]#[N:34])=[CH:29][CH:30]=[CH:31][CH:32]=3)=[CH:23][CH:22]=2)=[C:18]([CH2:35][CH2:36][CH3:37])[N:17]2[N:38]=[N:39][CH:40]=[C:16]2[N:15]1[CH:41]1[CH2:46][CH2:45][O:44][CH2:43][CH2:42]1. The catalyst is C(OCC)(=O)C. The product is [O:7]=[C:4]1[O:5][N:3]=[C:33]([C:28]2[CH:29]=[CH:30][CH:31]=[CH:32][C:27]=2[C:24]2[CH:23]=[CH:22][C:21]([CH2:20][C:19]3[C:14](=[O:13])[N:15]([CH:41]4[CH2:42][CH2:43][O:44][CH2:45][CH2:46]4)[C:16]4[N:17]([N:38]=[N:39][CH:40]=4)[C:18]=3[CH2:35][CH2:36][CH3:37])=[CH:26][CH:25]=2)[NH:34]1. The yield is 0.640. (2) The reactants are I[C:2]1[CH:3]=[C:4]([CH2:8][CH2:9][N:10]2[CH2:15][CH2:14][N:13]([C:16]3[CH:25]=[CH:24][CH:23]=[C:22]4[C:17]=3[CH:18]=[CH:19][C:20]([CH3:26])=[N:21]4)[CH2:12][CH2:11]2)[CH:5]=[CH:6][CH:7]=1.[NH:27]1[C:31]2=[N:32][CH2:33][CH2:34][N:30]2[CH:29]=[N:28]1.P([O-])([O-])([O-])=O.[K+].[K+].[K+]. The catalyst is COCCOC.CO.C([O-])(=O)C.[Pd+2].C([O-])(=O)C. The product is [N:27]1[N:28]=[CH:29][N:30]2[CH2:34][CH2:33][N:32]([C:2]3[CH:3]=[C:4]([CH2:8][CH2:9][N:10]4[CH2:15][CH2:14][N:13]([C:16]5[CH:25]=[CH:24][CH:23]=[C:22]6[C:17]=5[CH:18]=[CH:19][C:20]([CH3:26])=[N:21]6)[CH2:12][CH2:11]4)[CH:5]=[CH:6][CH:7]=3)[C:31]=12. The yield is 0.260. (3) The reactants are [C:1]([O:4][CH2:5][C:6]1[C:7]([N:15]2[CH2:28][CH2:27][N:18]3[C:19]4[CH2:20][CH2:21][CH2:22][CH2:23][C:24]=4[C:25]([F:26])=[C:17]3[C:16]2=[O:29])=[N:8][CH:9]=[CH:10][C:11]=1B(O)O)(=[O:3])[CH3:2].Cl[C:31]1[CH:32]=[C:33]([NH:39][C:40]2[CH:45]=[CH:44][C:43]([N:46]3[CH2:51][CH2:50][N:49]([CH:52]4[CH2:55][O:54][CH2:53]4)[CH2:48][C@@H:47]3[CH3:56])=[CH:42][N:41]=2)[C:34](=[O:38])[N:35]([CH3:37])[N:36]=1.[O-]P([O-])([O-])=O.[K+].[K+].[K+].C([O-])(=O)C.[Na+]. The catalyst is C1C=CC(P(C2C=CC=CC=2)[C-]2C=CC=C2)=CC=1.C1C=CC(P(C2C=CC=CC=2)[C-]2C=CC=C2)=CC=1.Cl[Pd]Cl.[Fe+2].O.C(#N)C. The product is [C:1]([O:4][CH2:5][C:6]1[C:7]([N:15]2[CH2:28][CH2:27][N:18]3[C:19]4[CH2:20][CH2:21][CH2:22][CH2:23][C:24]=4[C:25]([F:26])=[C:17]3[C:16]2=[O:29])=[N:8][CH:9]=[CH:10][C:11]=1[C:31]1[CH:32]=[C:33]([NH:39][C:40]2[CH:45]=[CH:44][C:43]([N:46]3[CH2:51][CH2:50][N:49]([CH:52]4[CH2:53][O:54][CH2:55]4)[CH2:48][C@@H:47]3[CH3:56])=[CH:42][N:41]=2)[C:34](=[O:38])[N:35]([CH3:37])[N:36]=1)(=[O:3])[CH3:2]. The yield is 0.600. (4) The reactants are N[C@@H:2]([CH2:6][C:7]([F:16])([F:15])[CH2:8][C:9]1[CH:14]=[CH:13][CH:12]=[CH:11][CH:10]=1)[C:3]([OH:5])=[O:4].S(=O)(=O)(O)[OH:18].N([O-])=O.[Na+]. The catalyst is O. The product is [F:15][C:7]([F:16])([CH2:8][C:9]1[CH:14]=[CH:13][CH:12]=[CH:11][CH:10]=1)[CH2:6][C@H:2]([OH:18])[C:3]([OH:5])=[O:4]. The yield is 0.390. (5) The reactants are [C:1]([NH:5][C:6](=[O:8])[OH:7])([CH3:4])([CH3:3])[CH3:2].C[O:10][CH2:11][C:12]1([S:15]([NH2:18])(=[O:17])=[O:16])[CH2:14][CH2:13]1.[CH3:19][C:20]1[O:24][N:23]=[C:22]([CH3:25])[C:21]=1[N:26]=C=O. No catalyst specified. The product is [C:1]([NH:5][C:6](=[O:7])[OH:8])([CH3:4])([CH3:3])[CH3:2].[CH3:25][C:22]1[C:21]([NH:26][C:11]([C:12]2([S:15]([NH2:18])(=[O:17])=[O:16])[CH2:14][CH2:13]2)=[O:10])=[C:20]([CH3:19])[O:24][N:23]=1. The yield is 1.00. (6) The reactants are [Cl:1][C:2]1[N:11]=[C:10]2[C:5]([CH:6]=[CH:7][C:8](=[O:12])[NH:9]2)=[CH:4][CH:3]=1.CN(C=O)C.[H-].[Na+].CS(O[CH2:25][CH2:26][N:27]1[CH2:32][CH2:31][CH:30]([NH:33][C:34]([O:36][C:37]([CH3:40])([CH3:39])[CH3:38])=[O:35])[CH2:29][CH2:28]1)(=O)=O. The catalyst is O. The product is [C:37]([O:36][C:34](=[O:35])[NH:33][CH:30]1[CH2:31][CH2:32][N:27]([CH2:26][CH2:25][N:9]2[C:10]3[C:5](=[CH:4][CH:3]=[C:2]([Cl:1])[N:11]=3)[CH:6]=[CH:7][C:8]2=[O:12])[CH2:28][CH2:29]1)([CH3:40])([CH3:39])[CH3:38]. The yield is 0.580. (7) The reactants are [CH3:1][N:2]1[CH2:6][CH2:5][CH2:4][CH:3]1[C:7]1[CH:12]([Si:13]([CH3:16])([CH3:15])[CH3:14])[CH:11]=[CH:10][N:9]([Si](C)(C)C)[CH:8]=1.[CH3:21][N:22]([CH3:26])[C:23](Cl)=[O:24].C([O-])(O)=O.[Na+]. The catalyst is C(Cl)Cl. The product is [CH3:21][N:22]([CH3:26])[C:23]([N:9]1[CH:10]=[CH:11][C@H:12]([Si:13]([CH3:16])([CH3:15])[CH3:14])[C:7]([CH:3]2[CH2:4][CH2:5][CH2:6][N:2]2[CH3:1])=[CH:8]1)=[O:24]. The yield is 0.590. (8) The reactants are [C:1]1([C:7]2[O:8][C:9]([C:42]([F:45])([F:44])[F:43])=[C:10]([CH2:12][O:13][C:14](=[O:41])[C:15]3[CH:20]=[CH:19][C:18]([CH2:21][CH:22]([S:31][CH2:32][CH2:33][C:34]4[CH:39]=[CH:38][C:37]([F:40])=[CH:36][CH:35]=4)[C:23]([O:25]CC(Cl)(Cl)Cl)=[O:24])=[CH:17][CH:16]=3)[N:11]=2)[CH:6]=[CH:5][CH:4]=[CH:3][CH:2]=1.C(O)(=O)C. The catalyst is C(Cl)Cl.[Zn]. The product is [C:1]1([C:7]2[O:8][C:9]([C:42]([F:43])([F:45])[F:44])=[C:10]([CH2:12][O:13][C:14](=[O:41])[C:15]3[CH:16]=[CH:17][C:18]([CH2:21][CH:22]([C:23]([OH:25])=[O:24])[S:31][CH2:32][CH2:33][C:34]4[CH:35]=[CH:36][C:37]([F:40])=[CH:38][CH:39]=4)=[CH:19][CH:20]=3)[N:11]=2)[CH:2]=[CH:3][CH:4]=[CH:5][CH:6]=1. The yield is 0.100.